This data is from Catalyst prediction with 721,799 reactions and 888 catalyst types from USPTO. The task is: Predict which catalyst facilitates the given reaction. Reactant: [CH2:1]([N:8]1[CH2:13][CH2:12][C:11]2([O:18][C:17]3[CH:19]=[CH:20][CH:21]=[CH:22][C:16]=3[N:15]3[C:23]([CH2:26][OH:27])=[CH:24][CH:25]=[C:14]23)[CH2:10][CH2:9]1)[C:2]1[CH:7]=[CH:6][CH:5]=[CH:4][CH:3]=1.C(N(CC)CC)C.[C:35](OC(=O)C)(=[O:37])[CH3:36]. Product: [C:35]([O:27][CH2:26][C:23]1[N:15]2[C:16]3[CH:22]=[CH:21][CH:20]=[CH:19][C:17]=3[O:18][C:11]3([CH2:12][CH2:13][N:8]([CH2:1][C:2]4[CH:7]=[CH:6][CH:5]=[CH:4][CH:3]=4)[CH2:9][CH2:10]3)[C:14]2=[CH:25][CH:24]=1)(=[O:37])[CH3:36]. The catalyst class is: 630.